This data is from Peptide-MHC class I binding affinity with 185,985 pairs from IEDB/IMGT. The task is: Regression. Given a peptide amino acid sequence and an MHC pseudo amino acid sequence, predict their binding affinity value. This is MHC class I binding data. (1) The peptide sequence is YIPGTSVIR. The MHC is HLA-A68:01 with pseudo-sequence HLA-A68:01. The binding affinity (normalized) is 0.658. (2) The peptide sequence is RLRYNLCKYL. The MHC is HLA-A02:06 with pseudo-sequence HLA-A02:06. The binding affinity (normalized) is 0.107.